Dataset: Forward reaction prediction with 1.9M reactions from USPTO patents (1976-2016). Task: Predict the product of the given reaction. (1) Given the reactants Br[C:2]1[CH:7]=[C:6]([C:8]([F:11])([F:10])[F:9])[CH:5]=[C:4]([C:12]([F:15])([F:14])[F:13])[CH:3]=1.[CH3:16][O-:17].[Na+].O, predict the reaction product. The product is: [F:13][C:12]([F:15])([F:14])[C:4]1[CH:3]=[C:2]([O:17][CH3:16])[CH:7]=[C:6]([C:8]([F:11])([F:10])[F:9])[CH:5]=1. (2) Given the reactants [F:1][C:2]1([F:32])[CH2:7][CH2:6][CH:5]([CH2:8][O:9][C:10]2[CH:15]=[CH:14][C:13]([S:16]([CH3:19])(=[O:18])=[O:17])=[CH:12][C:11]=2[C:20]2[C:28]3[C:23](=[C:24]([O:29]C)[N:25]=[CH:26][CH:27]=3)[N:22]([CH3:31])[CH:21]=2)[CH2:4][CH2:3]1.Cl.O1CCOCC1, predict the reaction product. The product is: [F:32][C:2]1([F:1])[CH2:7][CH2:6][CH:5]([CH2:8][O:9][C:10]2[CH:15]=[CH:14][C:13]([S:16]([CH3:19])(=[O:17])=[O:18])=[CH:12][C:11]=2[C:20]2[C:28]3[CH:27]=[CH:26][NH:25][C:24](=[O:29])[C:23]=3[N:22]([CH3:31])[CH:21]=2)[CH2:4][CH2:3]1. (3) Given the reactants [Br:1][C:2]1[C:3]([C:16]2[S:17][CH2:18][C:19](O)([C:21]([F:24])([F:23])[F:22])[N:20]=2)=[CH:4][C:5]([NH:8][C:9](=[O:15])[O:10][C:11]([CH3:14])([CH3:13])[CH3:12])=[N:6][CH:7]=1.FC(F)(F)C(OC(=O)C(F)(F)F)=O.N1C(C)=CC=CC=1C, predict the reaction product. The product is: [Br:1][C:2]1[C:3]([C:16]2[S:17][CH:18]=[C:19]([C:21]([F:24])([F:23])[F:22])[N:20]=2)=[CH:4][C:5]([NH:8][C:9](=[O:15])[O:10][C:11]([CH3:14])([CH3:13])[CH3:12])=[N:6][CH:7]=1. (4) Given the reactants [CH:1]1[C:13]2[CH:12]([CH2:14][O:15][C:16]([NH:18][C@@H:19]([CH2:23][CH2:24][CH2:25][C:26]([O:28][C:29]([CH3:32])([CH3:31])[CH3:30])=[O:27])[C:20](O)=[O:21])=[O:17])[C:11]3[C:6](=[CH:7][CH:8]=[CH:9][CH:10]=3)[C:5]=2[CH:4]=[CH:3][CH:2]=1.[Cl-].[NH4+].C[N:36](C(ON1N=NC2C=CC=NC1=2)=[N+](C)C)C.F[P-](F)(F)(F)(F)F, predict the reaction product. The product is: [CH:10]1[C:11]2[CH:12]([CH2:14][O:15][C:16]([NH:18][C@H:19]([C:20]([NH2:36])=[O:21])[CH2:23][CH2:24][CH2:25][C:26]([O:28][C:29]([CH3:32])([CH3:31])[CH3:30])=[O:27])=[O:17])[C:13]3[C:5](=[CH:4][CH:3]=[CH:2][CH:1]=3)[C:6]=2[CH:7]=[CH:8][CH:9]=1. (5) Given the reactants [Cl:1][C:2]1[C:7](F)=[C:6]([C:9]#[N:10])[CH:5]=[CH:4][C:3]=1[CH2:11][C:12]([O:14][CH3:15])=[O:13].[C:16](=O)([O-])[O-:17].[K+].[K+], predict the reaction product. The product is: [Cl:1][C:2]1[C:7]([O:17][CH3:16])=[C:6]([C:9]#[N:10])[CH:5]=[CH:4][C:3]=1[CH2:11][C:12]([O:14][CH3:15])=[O:13]. (6) Given the reactants [F:1][C:2]1[C:7]([F:8])=[CH:6][CH:5]=[CH:4][C:3]=1[C:9]1[N:17]=[C:12]2[CH:13]=[N:14][NH:15][CH:16]=[C:11]2[N:10]=1.Cl[CH2:19][C:20]1[O:24][N:23]=[C:22]([C:25]2[CH:30]=[CH:29][C:28]([C:31]#[C:32][C:33]3[CH:38]=[C:37]([CH3:39])[N:36]=[C:35]([CH3:40])[CH:34]=3)=[CH:27][CH:26]=2)[CH:21]=1, predict the reaction product. The product is: [F:1][C:2]1[C:7]([F:8])=[CH:6][CH:5]=[CH:4][C:3]=1[C:9]1[N:17]=[C:12]2[CH:13]=[N:14][N:15]([CH2:19][C:20]3[O:24][N:23]=[C:22]([C:25]4[CH:26]=[CH:27][C:28]([C:31]#[C:32][C:33]5[CH:34]=[C:35]([CH3:40])[N:36]=[C:37]([CH3:39])[CH:38]=5)=[CH:29][CH:30]=4)[CH:21]=3)[CH:16]=[C:11]2[N:10]=1. (7) Given the reactants [CH:1]([CH:4]1[CH2:8][O:7][C:6](=[O:9])[N:5]1[C:10]1[CH:15]=[CH:14][N:13]=[C:12]([NH:16][C@H:17]([CH:19]2[CH2:24][CH2:23][NH:22][CH2:21][CH2:20]2)[CH3:18])[N:11]=1)([CH3:3])[CH3:2].CN(C(ON1N=N[C:35]2[CH:36]=[CH:37][CH:38]=[N:39][C:34]1=2)=[N+](C)C)C.F[P-](F)(F)(F)(F)F.CCN(C(C)C)C(C)C.CN([CH:61]=[O:62])C, predict the reaction product. The product is: [CH:1]([C@H:4]1[CH2:8][O:7][C:6](=[O:9])[N:5]1[C:10]1[CH:15]=[CH:14][N:13]=[C:12]([NH:16][C@H:17]([CH:19]2[CH2:24][CH2:23][N:22]([C:61]([C:36]3[CH:35]=[CH:34][N:39]=[CH:38][CH:37]=3)=[O:62])[CH2:21][CH2:20]2)[CH3:18])[N:11]=1)([CH3:2])[CH3:3]. (8) Given the reactants [H-].[Na+].[CH3:3][O:4][C:5]1[CH:6]=[C:7]2[C:12](=[C:13]3[CH2:17][C:16]([CH3:19])([CH3:18])[O:15][C:14]=13)[C:11]([C:20]1[CH:21]=[C:22]([NH:26][C:27]3[CH:28]=[N:29][CH:30]=[CH:31][CH:32]=3)[CH:23]=[CH:24][CH:25]=1)=[N:10][C:9]([CH3:34])([CH3:33])[CH2:8]2.[C:35](Cl)(=[O:37])[CH3:36], predict the reaction product. The product is: [N:29]1[CH:30]=[CH:31][CH:32]=[C:27]([N:26]([C:22]2[CH:23]=[CH:24][CH:25]=[C:20]([C:11]3[C:12]4[C:7](=[CH:6][C:5]([O:4][CH3:3])=[C:14]5[O:15][C:16]([CH3:19])([CH3:18])[CH2:17][C:13]5=4)[CH2:8][C:9]([CH3:34])([CH3:33])[N:10]=3)[CH:21]=2)[C:35](=[O:37])[CH3:36])[CH:28]=1. (9) Given the reactants [OH:1][CH2:2][N:3]1[CH2:16][CH2:15][C:6]2[NH:7][C:8]3[CH:9]=[CH:10][C:11]([CH3:14])=[CH:12][C:13]=3[C:5]=2[C:4]1=[O:17].[CH3:18][C:19]1[CH:24]=[CH:23][C:22]([CH:25]=[CH2:26])=[CH:21][N:20]=1.[OH-].[K+], predict the reaction product. The product is: [OH:1][CH2:2][N:3]1[CH2:16][CH2:15][C:6]2[N:7]([CH2:26][CH2:25][C:22]3[CH:21]=[N:20][C:19]([CH3:18])=[CH:24][CH:23]=3)[C:8]3[CH:9]=[CH:10][C:11]([CH3:14])=[CH:12][C:13]=3[C:5]=2[C:4]1=[O:17].